Dataset: NCI-60 drug combinations with 297,098 pairs across 59 cell lines. Task: Regression. Given two drug SMILES strings and cell line genomic features, predict the synergy score measuring deviation from expected non-interaction effect. (1) Drug 1: C1=NC2=C(N=C(N=C2N1C3C(C(C(O3)CO)O)F)Cl)N. Drug 2: CC1=C(C(=CC=C1)Cl)NC(=O)C2=CN=C(S2)NC3=CC(=NC(=N3)C)N4CCN(CC4)CCO. Cell line: BT-549. Synergy scores: CSS=5.04, Synergy_ZIP=-2.47, Synergy_Bliss=0.638, Synergy_Loewe=-1.66, Synergy_HSA=-1.49. (2) Cell line: CAKI-1. Drug 1: CC=C1C(=O)NC(C(=O)OC2CC(=O)NC(C(=O)NC(CSSCCC=C2)C(=O)N1)C(C)C)C(C)C. Synergy scores: CSS=28.4, Synergy_ZIP=0.495, Synergy_Bliss=-2.58, Synergy_Loewe=-51.0, Synergy_HSA=-3.25. Drug 2: C1CNP(=O)(OC1)N(CCCl)CCCl. (3) Drug 1: CC1=C(C=C(C=C1)NC2=NC=CC(=N2)N(C)C3=CC4=NN(C(=C4C=C3)C)C)S(=O)(=O)N.Cl. Cell line: SK-MEL-28. Drug 2: CCC1=C2CN3C(=CC4=C(C3=O)COC(=O)C4(CC)O)C2=NC5=C1C=C(C=C5)O. Synergy scores: CSS=1.52, Synergy_ZIP=-1.57, Synergy_Bliss=3.96, Synergy_Loewe=-12.7, Synergy_HSA=0.459. (4) Drug 1: CC1=CC2C(CCC3(C2CCC3(C(=O)C)OC(=O)C)C)C4(C1=CC(=O)CC4)C. Drug 2: CC1CCC2CC(C(=CC=CC=CC(CC(C(=O)C(C(C(=CC(C(=O)CC(OC(=O)C3CCCCN3C(=O)C(=O)C1(O2)O)C(C)CC4CCC(C(C4)OC)OCCO)C)C)O)OC)C)C)C)OC. Cell line: SNB-19. Synergy scores: CSS=21.3, Synergy_ZIP=5.92, Synergy_Bliss=5.27, Synergy_Loewe=-12.6, Synergy_HSA=-0.748. (5) Drug 1: C1=C(C(=O)NC(=O)N1)F. Drug 2: CC1=C(C=C(C=C1)C(=O)NC2=CC(=CC(=C2)C(F)(F)F)N3C=C(N=C3)C)NC4=NC=CC(=N4)C5=CN=CC=C5. Cell line: UACC-257. Synergy scores: CSS=16.9, Synergy_ZIP=-1.51, Synergy_Bliss=0.768, Synergy_Loewe=-2.70, Synergy_HSA=-2.61. (6) Cell line: M14. Drug 2: CC1C(C(CC(O1)OC2CC(CC3=C2C(=C4C(=C3O)C(=O)C5=C(C4=O)C(=CC=C5)OC)O)(C(=O)CO)O)N)O.Cl. Drug 1: CC1=C2C(C(=O)C3(C(CC4C(C3C(C(C2(C)C)(CC1OC(=O)C(C(C5=CC=CC=C5)NC(=O)OC(C)(C)C)O)O)OC(=O)C6=CC=CC=C6)(CO4)OC(=O)C)OC)C)OC. Synergy scores: CSS=48.0, Synergy_ZIP=-8.75, Synergy_Bliss=-10.7, Synergy_Loewe=-5.27, Synergy_HSA=-4.50. (7) Drug 1: CNC(=O)C1=NC=CC(=C1)OC2=CC=C(C=C2)NC(=O)NC3=CC(=C(C=C3)Cl)C(F)(F)F. Drug 2: CS(=O)(=O)OCCCCOS(=O)(=O)C. Cell line: MDA-MB-435. Synergy scores: CSS=-2.77, Synergy_ZIP=1.97, Synergy_Bliss=-0.813, Synergy_Loewe=-1.15, Synergy_HSA=-4.68.